This data is from Catalyst prediction with 721,799 reactions and 888 catalyst types from USPTO. The task is: Predict which catalyst facilitates the given reaction. (1) Reactant: [OH:1][C:2]1[CH:3]=[CH:4][CH:5]=[C:6]2[C:11]=1[N:10]=[CH:9][CH:8]=[CH:7]2.[Cl-].[Al+3].[Cl-].[Cl-].[C:16](Cl)(=[O:19])[CH2:17][CH3:18].Cl. Product: [OH:1][C:2]1[CH:3]=[CH:4][C:5]([C:16](=[O:19])[CH2:17][CH3:18])=[C:6]2[C:11]=1[N:10]=[CH:9][CH:8]=[CH:7]2. The catalyst class is: 26. (2) Reactant: [Cl:1][C:2]1[N:7]=[CH:6][C:5]([CH2:8][NH:9][CH2:10][C:11]([O:13][CH2:14][CH3:15])=[O:12])=[CH:4][CH:3]=1.[CH2:16]1[C:21](=[O:22])[O:20][CH2:19][C:17]1=O.C1(C)C=CC(S(O)(=O)=O)=CC=1. Product: [Cl:1][C:2]1[N:7]=[CH:6][C:5]([CH2:8][N:9]([C:17]2[CH2:19][O:20][C:21](=[O:22])[CH:16]=2)[CH2:10][C:11]([O:13][CH2:14][CH3:15])=[O:12])=[CH:4][CH:3]=1. The catalyst class is: 11. (3) Reactant: C[Si]([N-][Si](C)(C)C)(C)C.[Li+].[CH:11]([NH:14][C:15]1[S:16][C:17]2[CH:23]=[C:22]([CH2:24][C:25]([O:27][CH3:28])=[O:26])[CH:21]=[CH:20][C:18]=2[N:19]=1)([CH3:13])[CH3:12].[F:29][C:30]1[CH:39]=[CH:38][CH:37]=[CH:36][C:31]=1[C:32](OC)=[O:33].Cl. Product: [F:29][C:30]1[CH:39]=[CH:38][CH:37]=[CH:36][C:31]=1[C:32](=[O:33])[CH:24]([C:22]1[CH:21]=[CH:20][C:18]2[N:19]=[C:15]([NH:14][CH:11]([CH3:12])[CH3:13])[S:16][C:17]=2[CH:23]=1)[C:25]([O:27][CH3:28])=[O:26]. The catalyst class is: 1. (4) Reactant: [NH2:1][C:2]1[S:3][CH:4]=[CH:5][N:6]=1.C(N=C(N(C)C)N(C)C)(C)(C)C.[Cl:19][C:20]1[CH:21]=[C:22]([C@H:27]2[CH2:31][CH2:30][N:29]([C@H:32]3[CH2:36][CH2:35][N:34]([C:37]4[CH:42]=[CH:41][C:40]([S:43](Cl)(=[O:45])=[O:44])=[CH:39][CH:38]=4)[C:33]3=[O:47])[CH2:28]2)[CH:23]=[C:24]([Cl:26])[CH:25]=1. Product: [Cl:26][C:24]1[CH:23]=[C:22]([C@H:27]2[CH2:31][CH2:30][N:29]([C@H:32]3[CH2:36][CH2:35][N:34]([C:37]4[CH:38]=[CH:39][C:40]([S:43]([NH:1][C:2]5[S:3][CH:4]=[CH:5][N:6]=5)(=[O:44])=[O:45])=[CH:41][CH:42]=4)[C:33]3=[O:47])[CH2:28]2)[CH:21]=[C:20]([Cl:19])[CH:25]=1. The catalyst class is: 10. (5) Reactant: [C:1](=[N:4][N:5]1[C:17]2[C:16]3[CH:15]=[CH:14][CH:13]=[CH:12][C:11]=3[N:10]=[CH:9][C:8]=2[N:7]=[C:6]1[CH2:18][CH2:19][CH3:20])([CH3:3])[CH3:2].[BH4-].[Na+]. Product: [CH:1]([NH:4][N:5]1[C:17]2[C:16]3[CH:15]=[CH:14][CH:13]=[CH:12][C:11]=3[N:10]=[CH:9][C:8]=2[N:7]=[C:6]1[CH2:18][CH2:19][CH3:20])([CH3:3])[CH3:2]. The catalyst class is: 5. (6) Reactant: C([S-])C.[Na+].CN(C=O)C.[Cl:10][C:11]1[CH:16]=[C:15]([O:17]C)[CH:14]=[CH:13][C:12]=1[C:19]1[N:23]([CH3:24])[C:22]([C:25]2([C:30]3[S:31][CH:32]=[CH:33][CH:34]=3)[CH2:29][CH2:28][CH2:27][CH2:26]2)=[N:21][N:20]=1. Product: [Cl:10][C:11]1[CH:16]=[C:15]([OH:17])[CH:14]=[CH:13][C:12]=1[C:19]1[N:23]([CH3:24])[C:22]([C:25]2([C:30]3[S:31][CH:32]=[CH:33][CH:34]=3)[CH2:29][CH2:28][CH2:27][CH2:26]2)=[N:21][N:20]=1. The catalyst class is: 22.